Dataset: Peptide-MHC class I binding affinity with 185,985 pairs from IEDB/IMGT. Task: Regression. Given a peptide amino acid sequence and an MHC pseudo amino acid sequence, predict their binding affinity value. This is MHC class I binding data. (1) The peptide sequence is CLGNQLLIA. The MHC is Mamu-B8301 with pseudo-sequence Mamu-B8301. The binding affinity (normalized) is 0.207. (2) The peptide sequence is TLYCVHQRI. The MHC is HLA-B57:01 with pseudo-sequence HLA-B57:01. The binding affinity (normalized) is 0.308. (3) The peptide sequence is RENANQLVV. The MHC is HLA-B18:01 with pseudo-sequence HLA-B18:01. The binding affinity (normalized) is 0.387. (4) The peptide sequence is TPSVKVCIV. The MHC is HLA-A02:19 with pseudo-sequence HLA-A02:19. The binding affinity (normalized) is 0.0847. (5) The peptide sequence is RPKQAWCWF. The MHC is HLA-B54:01 with pseudo-sequence HLA-B54:01. The binding affinity (normalized) is 0. (6) The peptide sequence is PSSKPDWFY. The MHC is HLA-B08:01 with pseudo-sequence HLA-B08:01. The binding affinity (normalized) is 0.0847. (7) The peptide sequence is RRWIAPHPL. The MHC is HLA-A31:01 with pseudo-sequence HLA-A31:01. The binding affinity (normalized) is 0.0847.